This data is from Reaction yield outcomes from USPTO patents with 853,638 reactions. The task is: Predict the reaction yield, written as a fraction of the theoretical maximum amount of product (1.0 means a 100% yield; for example, 0.34 means a 34% yield). (1) The reactants are [N+:1]([C:4]1[CH:15]=[CH:14][C:7]2[NH:8][C:9](=[O:13])[CH2:10][CH2:11][CH2:12][C:6]=2[CH:5]=1)([O-:3])=[O:2].Cl.Cl[CH2:18][CH2:19][N:20]([CH3:22])[CH3:21].C(=O)([O-])[O-].[K+].[K+].O. The yield is 0.624. The catalyst is CN(C=O)C.CO.C(Cl)Cl. The product is [CH3:21][N:20]([CH3:22])[CH2:19][CH2:18][N:8]1[C:9](=[O:13])[CH2:10][CH2:11][CH2:12][C:6]2[CH:5]=[C:4]([N+:1]([O-:3])=[O:2])[CH:15]=[CH:14][C:7]1=2. (2) The reactants are [C:12]([O:11][C:9](O[C:9]([O:11][C:12]([CH3:15])([CH3:14])[CH3:13])=[O:10])=[O:10])([CH3:15])([CH3:14])[CH3:13].[NH2:16][C:17]([CH3:22])([CH3:21])[C:18]([OH:20])=[O:19]. The catalyst is CO. The product is [C:12]([O:11][C:9]([NH:16][C:17]([CH3:22])([C:18]([OH:20])=[O:19])[CH3:21])=[O:10])([CH3:13])([CH3:14])[CH3:15]. The yield is 0.490. (3) The reactants are [Cl:1][C:2]1[C:7]([NH:8][S:9]([C:12]2[CH:17]=[CH:16][CH:15]=[CH:14][CH:13]=2)(=[O:11])=[O:10])=[CH:6][C:5](B2OC(C)(C)C(C)(C)O2)=[CH:4][N:3]=1.[NH2:27][C:28]1[N:33]=[CH:32][C:31](Br)=[CH:30][N:29]=1.C(=O)([O-])[O-].[K+].[K+].C(OCC)(=O)C. The catalyst is O1CCOCC1.O.C1C=CC([P]([Pd]([P](C2C=CC=CC=2)(C2C=CC=CC=2)C2C=CC=CC=2)([P](C2C=CC=CC=2)(C2C=CC=CC=2)C2C=CC=CC=2)[P](C2C=CC=CC=2)(C2C=CC=CC=2)C2C=CC=CC=2)(C2C=CC=CC=2)C2C=CC=CC=2)=CC=1.C(O)(=O)C. The product is [NH2:27][C:28]1[N:33]=[CH:32][C:31]([C:5]2[CH:6]=[C:7]([NH:8][S:9]([C:12]3[CH:13]=[CH:14][CH:15]=[CH:16][CH:17]=3)(=[O:10])=[O:11])[C:2]([Cl:1])=[N:3][CH:4]=2)=[CH:30][N:29]=1. The yield is 0.400.